Predict the product of the given reaction. From a dataset of Forward reaction prediction with 1.9M reactions from USPTO patents (1976-2016). (1) Given the reactants [C:1]([O:5][C:6]([N:8]1[CH2:24][CH2:23][C:10]2([CH2:13][CH:12]([N:14]3[CH2:19][CH2:18][CH:17]([C:20]([OH:22])=O)[CH2:16][CH2:15]3)[CH2:11]2)[CH2:9]1)=[O:7])([CH3:4])([CH3:3])[CH3:2].Cl.[CH3:26][C:27]1([NH2:31])[CH2:30][CH2:29][CH2:28]1.CN(C(ON1N=NC2C=CC=NC1=2)=[N+](C)C)C.F[P-](F)(F)(F)(F)F.CCN(C(C)C)C(C)C, predict the reaction product. The product is: [CH3:26][C:27]1([NH:31][C:20]([CH:17]2[CH2:16][CH2:15][N:14]([CH:12]3[CH2:13][C:10]4([CH2:23][CH2:24][N:8]([C:6]([O:5][C:1]([CH3:4])([CH3:2])[CH3:3])=[O:7])[CH2:9]4)[CH2:11]3)[CH2:19][CH2:18]2)=[O:22])[CH2:30][CH2:29][CH2:28]1. (2) Given the reactants C([O:3][C:4](=[O:33])[C:5]1[CH:10]=[C:9]([C:11](=[O:32])[NH:12][C:13]2[CH:14]=[N:15][C:16]([O:26][CH2:27][C:28]([F:31])([F:30])[F:29])=[C:17]([C:19]3[CH:24]=[CH:23][C:22]([Cl:25])=[CH:21][CH:20]=3)[CH:18]=2)[CH:8]=[N:7][CH:6]=1)C.C1COCC1.CO, predict the reaction product. The product is: [Cl:25][C:22]1[CH:21]=[CH:20][C:19]([C:17]2[CH:18]=[C:13]([NH:12][C:11]([C:9]3[CH:8]=[N:7][CH:6]=[C:5]([CH:10]=3)[C:4]([OH:33])=[O:3])=[O:32])[CH:14]=[N:15][C:16]=2[O:26][CH2:27][C:28]([F:29])([F:30])[F:31])=[CH:24][CH:23]=1. (3) Given the reactants FC(F)(F)S(O[C:7]1[CH:12]=[C:11]([CH3:13])[N:10]([CH2:14][C:15]2[CH:20]=[CH:19][CH:18]=[C:17]([F:21])[CH:16]=2)[C:9](=[O:22])[C:8]=1[Br:23])(=O)=O.[C:26]1([C:32]#[CH:33])[CH:31]=[CH:30][CH:29]=[CH:28][CH:27]=1, predict the reaction product. The product is: [Br:23][C:8]1[C:9](=[O:22])[N:10]([CH2:14][C:15]2[CH:20]=[CH:19][CH:18]=[C:17]([F:21])[CH:16]=2)[C:11]([CH3:13])=[CH:12][C:7]=1[C:33]#[C:32][C:26]1[CH:31]=[CH:30][CH:29]=[CH:28][CH:27]=1. (4) Given the reactants [NH:1]([C:3]1[N:8]=[CH:7][N:6]=[C:5]2[N:9]([C:12]3[CH:17]=[CH:16][CH:15]=[CH:14][CH:13]=3)[N:10]=[CH:11][C:4]=12)[NH2:2].[CH3:18][C:19]1[O:23][C:22]([CH:24]=O)=[CH:21][CH:20]=1, predict the reaction product. The product is: [C:12]1([N:9]2[C:5]3=[N:6][CH:7]=[N:8][C:3]([NH:1][N:2]=[CH:24][C:22]4[O:23][C:19]([CH3:18])=[CH:20][CH:21]=4)=[C:4]3[CH:11]=[N:10]2)[CH:17]=[CH:16][CH:15]=[CH:14][CH:13]=1. (5) Given the reactants [Cl:1][C:2]1[CH:3]=[C:4]([NH:9][NH:10][C:11](=[O:13])[CH3:12])[CH:5]=[CH:6][C:7]=1[Cl:8].[C:14](OCC)(=O)[CH2:15]C(C)=O.P(Cl)(Cl)Cl, predict the reaction product. The product is: [Cl:1][C:2]1[CH:3]=[C:4]([N:9]2[C:14]([CH3:15])=[CH:12][C:11]([OH:13])=[N:10]2)[CH:5]=[CH:6][C:7]=1[Cl:8].